From a dataset of Full USPTO retrosynthesis dataset with 1.9M reactions from patents (1976-2016). Predict the reactants needed to synthesize the given product. Given the product [Br:25][C:22]1[CH:23]=[CH:24][C:19]([CH2:18][O:17][C:14]2[CH:15]=[CH:16][N:11]([CH2:10][CH2:9][C:6]3[CH:7]=[CH:8][C:3]([CH2:2][N:27]4[CH2:32][CH2:31][CH:30]([NH:33][C:34](=[O:36])[CH3:35])[CH2:29][CH2:28]4)=[CH:4][CH:5]=3)[C:12](=[O:26])[CH:13]=2)=[N:20][CH:21]=1, predict the reactants needed to synthesize it. The reactants are: Br[CH2:2][C:3]1[CH:8]=[CH:7][C:6]([CH2:9][CH2:10][N:11]2[CH:16]=[CH:15][C:14]([O:17][CH2:18][C:19]3[CH:24]=[CH:23][C:22]([Br:25])=[CH:21][N:20]=3)=[CH:13][C:12]2=[O:26])=[CH:5][CH:4]=1.[NH:27]1[CH2:32][CH2:31][CH:30]([NH:33][C:34](=[O:36])[CH3:35])[CH2:29][CH2:28]1.